This data is from Full USPTO retrosynthesis dataset with 1.9M reactions from patents (1976-2016). The task is: Predict the reactants needed to synthesize the given product. (1) Given the product [N:8]([CH:2]1[CH2:7][CH2:6][CH2:5][CH:4]=[CH:3]1)=[N+:9]=[N-:10], predict the reactants needed to synthesize it. The reactants are: Br[CH:2]1[CH2:7][CH2:6][CH2:5][CH:4]=[CH:3]1.[N-:8]=[N+:9]=[N-:10].[Na+]. (2) Given the product [F:27][C:28]1[CH:33]=[CH:32][C:31]([NH:2][C:3]2[CH:12]=[C:11]([CH2:13][O:14][C:15]3[CH:20]=[CH:19][CH:18]=[CH:17][CH:16]=3)[CH:10]=[CH:9][C:4]=2[C:5]([O:7][CH3:8])=[O:6])=[CH:30][CH:29]=1, predict the reactants needed to synthesize it. The reactants are: Cl.[NH2:2][C:3]1[CH:12]=[C:11]([CH2:13][O:14][C:15]2[CH:20]=[CH:19][CH:18]=[CH:17][CH:16]=2)[CH:10]=[CH:9][C:4]=1[C:5]([O:7][CH3:8])=[O:6].C(=O)([O-])[O-].[Cs+].[Cs+].[F:27][C:28]1[CH:33]=[CH:32][C:31](I)=[CH:30][CH:29]=1. (3) Given the product [F:1][C:2]1[C:7]2[CH2:8][CH2:9][CH:10]([N:14]3[CH:18]=[C:17]([C:19]4[CH:24]=[CH:23][C:22]([I:25])=[C:21]([O:26][CH3:27])[CH:20]=4)[N:16]=[N:15]3)[C:11](=[O:13])[N:12]([CH2:40][C:41]([F:44])([F:43])[F:42])[C:6]=2[CH:5]=[CH:4][CH:3]=1, predict the reactants needed to synthesize it. The reactants are: [F:1][C:2]1[C:7]2[CH2:8][CH2:9][CH:10]([N:14]3[CH:18]=[C:17]([C:19]4[CH:24]=[CH:23][C:22]([I:25])=[C:21]([O:26][CH3:27])[CH:20]=4)[N:16]=[N:15]3)[C:11](=[O:13])[NH:12][C:6]=2[CH:5]=[CH:4][CH:3]=1.C(=O)([O-])[O-].[Cs+].[Cs+].FC(F)(F)S(O[CH2:40][C:41]([F:44])([F:43])[F:42])(=O)=O. (4) Given the product [C:20]([C:16]1[S:17][CH:18]=[CH:19][C:15]=1[NH:14][CH:2]([C:8]1[CH:9]=[CH:10][CH:11]=[CH:12][CH:13]=1)[C:3]([OH:5])=[O:4])(=[O:22])[CH3:21], predict the reactants needed to synthesize it. The reactants are: Br[CH:2]([C:8]1[CH:13]=[CH:12][CH:11]=[CH:10][CH:9]=1)[C:3]([O:5]CC)=[O:4].[NH2:14][C:15]1[CH:19]=[CH:18][S:17][C:16]=1[C:20](=[O:22])[CH3:21].[OH-].[Na+]. (5) The reactants are: [C:1]([N:5]1[CH2:14][CH2:13][C:12]2[N:11]=[C:10]([Cl:15])[CH:9]=[CH:8][C:7]=2[CH:6]1[CH2:16][CH:17]=[CH2:18])(=[O:4])C=C. Given the product [Cl:15][C:10]1[CH:9]=[CH:8][C:7]2[CH:6]3[CH2:16][CH:17]=[CH:18][C:1](=[O:4])[N:5]3[CH2:14][CH2:13][C:12]=2[N:11]=1, predict the reactants needed to synthesize it. (6) Given the product [CH2:1]([O:8][C:9]1[C:14]2[N:15]([CH:18]([F:20])[F:19])[CH:16]=[N:17][C:13]=2[CH:12]=[C:11]([C:29]2[CH:28]=[N:27][N:26]([C:22]([CH3:25])([CH3:24])[CH3:23])[CH:30]=2)[N:10]=1)[C:2]1[CH:7]=[CH:6][CH:5]=[CH:4][CH:3]=1, predict the reactants needed to synthesize it. The reactants are: [CH2:1]([O:8][C:9]1[C:14]2[N:15]([CH:18]([F:20])[F:19])[CH:16]=[N:17][C:13]=2[CH:12]=[C:11](Cl)[N:10]=1)[C:2]1[CH:7]=[CH:6][CH:5]=[CH:4][CH:3]=1.[C:22]([N:26]1[CH:30]=[C:29](C2OC(C)(C)C(C)(C)O2)[CH:28]=[N:27]1)([CH3:25])([CH3:24])[CH3:23].[O-]P([O-])([O-])=O.[K+].[K+].[K+].O. (7) Given the product [Cl:11][C:12]1[CH:17]=[CH:16][C:15]([S:18]([C:21]([C:24]2[CH:29]=[C:28]([N:30]3[CH2:35][CH2:34][O:33][CH2:32][C@@H:31]3[CH3:36])[N:27]=[C:26]([C:37]3[CH:38]=[CH:39][C:40]([NH:41][C:2](=[O:3])[O:4][C:5]4[CH:10]=[CH:9][CH:8]=[CH:7][CH:6]=4)=[CH:42][CH:43]=3)[N:25]=2)([CH3:22])[CH3:23])(=[O:19])=[O:20])=[CH:14][CH:13]=1, predict the reactants needed to synthesize it. The reactants are: Cl[C:2]([O:4][C:5]1[CH:10]=[CH:9][CH:8]=[CH:7][CH:6]=1)=[O:3].[Cl:11][C:12]1[CH:17]=[CH:16][C:15]([S:18]([C:21]([C:24]2[CH:29]=[C:28]([N:30]3[CH2:35][CH2:34][O:33][CH2:32][C@@H:31]3[CH3:36])[N:27]=[C:26]([C:37]3[CH:43]=[CH:42][C:40]([NH2:41])=[CH:39][CH:38]=3)[N:25]=2)([CH3:23])[CH3:22])(=[O:20])=[O:19])=[CH:14][CH:13]=1.C(=O)([O-])O.[Na+].